This data is from Catalyst prediction with 721,799 reactions and 888 catalyst types from USPTO. The task is: Predict which catalyst facilitates the given reaction. (1) Reactant: [Cl:1][C:2]1[CH:7]=[CH:6][C:5]([S:8]([NH:11][C:12]2[C:13]([C:19]([C:21]3[CH:26]=[CH:25][CH:24]=[C:23](Cl)[N:22]=3)=[O:20])=[N:14][CH:15]=[C:16]([Cl:18])[CH:17]=2)(=[O:10])=[O:9])=[CH:4][C:3]=1[C:28]([F:31])([F:30])[F:29].C(O)=[O:33].O.C(=O)(O)[O-].[Na+]. Product: [Cl:1][C:2]1[CH:7]=[CH:6][C:5]([S:8]([NH:11][C:12]2[C:13]([C:19]([C:21]3[CH:26]=[CH:25][CH:24]=[C:23]([OH:33])[N:22]=3)=[O:20])=[N:14][CH:15]=[C:16]([Cl:18])[CH:17]=2)(=[O:9])=[O:10])=[CH:4][C:3]=1[C:28]([F:29])([F:30])[F:31]. The catalyst class is: 25. (2) Reactant: [F:1][C:2]1[CH:11]=[C:10]2[C:5]([CH:6]=[CH:7][C:8](=[O:12])[O:9]2)=[CH:4][CH:3]=1.[Br:13]Br.C(N(CC)CC)C. Product: [Br:13][C:7]1[C:8](=[O:12])[O:9][C:10]2[C:5]([CH:6]=1)=[CH:4][CH:3]=[C:2]([F:1])[CH:11]=2. The catalyst class is: 452. (3) Reactant: [Si:1]([O:8][CH2:9][C@@H:10]([N:15]1[CH:24]=[CH:23][C:22]2[C:17](=[CH:18][CH:19]=[CH:20][C:21]=2[NH:25][C:26](=[O:37])[CH:27]([C:29]2[CH:34]=[CH:33][C:32]([Cl:35])=[C:31]([Cl:36])[CH:30]=2)[CH3:28])[C:16]1=[O:38])[C:11]([O:13]C)=O)([C:4]([CH3:7])([CH3:6])[CH3:5])([CH3:3])[CH3:2].[CH3:39][NH2:40]. Product: [Si:1]([O:8][CH2:9][C@@H:10]([N:15]1[CH:24]=[CH:23][C:22]2[C:17](=[CH:18][CH:19]=[CH:20][C:21]=2[NH:25][C:26](=[O:37])[CH:27]([C:29]2[CH:34]=[CH:33][C:32]([Cl:35])=[C:31]([Cl:36])[CH:30]=2)[CH3:28])[C:16]1=[O:38])[C:11]([NH:40][CH3:39])=[O:13])([C:4]([CH3:5])([CH3:7])[CH3:6])([CH3:2])[CH3:3]. The catalyst class is: 7. (4) Reactant: [C:1]([O:5][C:6]([N:8]([CH2:32][C@@H:33]([C:35]1[CH:40]=[CH:39][CH:38]=[C:37]([Cl:41])[CH:36]=1)[OH:34])[CH2:9][CH2:10][NH:11][C:12]1[CH:17]=[CH:16][C:15]([C:18]2[CH:23]=[CH:22][C:21]([C:24]([OH:26])=O)=[C:20]([O:27][CH2:28][CH:29]([CH3:31])[CH3:30])[CH:19]=2)=[CH:14][CH:13]=1)=[O:7])([CH3:4])([CH3:3])[CH3:2].C(N1C=CN=C1)(N1C=CN=C1)=O.N1CCCN2CCCCCC=12.[C:65]([O:68][CH2:69][CH2:70][CH2:71][S:72]([NH2:75])(=[O:74])=[O:73])(=[O:67])[CH3:66]. Product: [C:65]([O:68][CH2:69][CH2:70][CH2:71][S:72]([NH:75][C:24]([C:21]1[CH:22]=[CH:23][C:18]([C:15]2[CH:14]=[CH:13][C:12]([NH:11][CH2:10][CH2:9][N:8]([C:6]([O:5][C:1]([CH3:2])([CH3:3])[CH3:4])=[O:7])[CH2:32][C@@H:33]([C:35]3[CH:40]=[CH:39][CH:38]=[C:37]([Cl:41])[CH:36]=3)[OH:34])=[CH:17][CH:16]=2)=[CH:19][C:20]=1[O:27][CH2:28][CH:29]([CH3:30])[CH3:31])=[O:26])(=[O:73])=[O:74])(=[O:67])[CH3:66]. The catalyst class is: 9. (5) Reactant: [CH3:1][O:2][C:3]1[CH:8]=[C:7]([O:9][CH3:10])[N:6]=[C:5]([N:11]2[C:20](=[O:21])[C:19]3[C:14](=[CH:15][C:16]([C:22]([OH:24])=O)=[CH:17][CH:18]=3)[NH:13][C:12]2=[S:25])[N:4]=1.CN(C(ON1N=NC2C=CC=NC1=2)=[N+](C)C)C.F[P-](F)(F)(F)(F)F.CCN(C(C)C)C(C)C.[NH2:59][CH2:60][C:61]1[CH:62]=[C:63]([CH:67]=[CH:68][CH:69]=1)[N:64]([CH3:66])[CH3:65]. Product: [CH3:1][O:2][C:3]1[CH:8]=[C:7]([O:9][CH3:10])[N:6]=[C:5]([N:11]2[C:20](=[O:21])[C:19]3[C:14](=[CH:15][C:16]([C:22]([NH:59][CH2:60][C:61]4[CH:69]=[CH:68][CH:67]=[C:63]([N:64]([CH3:66])[CH3:65])[CH:62]=4)=[O:24])=[CH:17][CH:18]=3)[NH:13][C:12]2=[S:25])[N:4]=1. The catalyst class is: 3.